From a dataset of Forward reaction prediction with 1.9M reactions from USPTO patents (1976-2016). Predict the product of the given reaction. (1) Given the reactants Br[C:2]1[CH:3]=[C:4]([CH2:8][NH:9][C:10](=[O:16])[O:11][C:12]([CH3:15])([CH3:14])[CH3:13])[CH:5]=[N:6][CH:7]=1.[CH:17]1(B(O)O)[CH2:19][CH2:18]1.P([O-])([O-])([O-])=O.[K+].[K+].[K+].C1(P(C2CCCCC2)C2CCCCC2)CCCCC1, predict the reaction product. The product is: [CH:17]1([C:2]2[CH:3]=[C:4]([CH2:8][NH:9][C:10](=[O:16])[O:11][C:12]([CH3:15])([CH3:14])[CH3:13])[CH:5]=[N:6][CH:7]=2)[CH2:19][CH2:18]1. (2) Given the reactants [Cl:1][C:2]1[N:7]=[C:6]([NH2:8])[N:5]=[C:4]([NH:9][CH2:10][C:11]2[CH:12]=[N:13][C:14]([CH3:20])=[C:15]([O:18][CH3:19])[C:16]=2[CH3:17])[C:3]=1[NH2:21].Cl[C:23](Cl)([O:25]C(=O)OC(Cl)(Cl)Cl)Cl, predict the reaction product. The product is: [NH2:8][C:6]1[N:5]=[C:4]2[C:3]([NH:21][C:23](=[O:25])[N:9]2[CH2:10][C:11]2[CH:12]=[N:13][C:14]([CH3:20])=[C:15]([O:18][CH3:19])[C:16]=2[CH3:17])=[C:2]([Cl:1])[N:7]=1. (3) Given the reactants [C:1]1([CH3:24])[CH:6]=[C:5]([CH3:7])[CH:4]=[C:3]([CH3:8])[C:2]=1[N:9]1[CH:13]=[CH:12][C:11]([C:14](OCC)=[O:15])=[C:10]1[C:19](OCC)=[O:20].O.[NH2:26][NH2:27].Cl, predict the reaction product. The product is: [C:1]1([CH3:24])[CH:6]=[C:5]([CH3:7])[CH:4]=[C:3]([CH3:8])[C:2]=1[N:9]1[C:10]2[C:19](=[O:20])[NH:26][NH:27][C:14](=[O:15])[C:11]=2[CH:12]=[CH:13]1. (4) Given the reactants [CH3:1][N:2]1[CH2:8][CH2:7][CH2:6][N:5]([C:9]2[N:14]=[C:13]([C:15]3[O:19][C:18]([CH:20]=O)=[CH:17][CH:16]=3)[CH:12]=[N:11][CH:10]=2)[CH2:4][CH2:3]1.[S:22]1[CH2:28][C:26](=[O:27])[NH:25][C:23]1=[S:24].N1CCCCC1.O, predict the reaction product. The product is: [CH3:1][N:2]1[CH2:8][CH2:7][CH2:6][N:5]([C:9]2[N:14]=[C:13]([C:15]3[O:19][C:18]([CH:20]=[C:28]4[S:22][C:23](=[S:24])[NH:25][C:26]4=[O:27])=[CH:17][CH:16]=3)[CH:12]=[N:11][CH:10]=2)[CH2:4][CH2:3]1. (5) Given the reactants [CH3:1][C:2]1([CH3:14])[CH2:7][CH2:6][CH2:5][C:4](=[O:8])[CH:3]1[C:9]([O:11][CH2:12][CH3:13])=[O:10].[BH4-].[Na+], predict the reaction product. The product is: [OH:8][CH:4]1[CH:3]([C:9]([O:11][CH2:12][CH3:13])=[O:10])[C:2]([CH3:1])([CH3:14])[CH2:7][CH2:6][CH2:5]1. (6) Given the reactants [O:1]=[C:2]([C:13]1[O:14][C:15]([C:18]2[CH:23]=[CH:22][CH:21]=[CH:20][N:19]=2)=[CH:16][N:17]=1)[CH2:3][CH2:4][CH2:5][CH2:6][C:7]#[C:8][Si](C)(C)C.I[C:25]1[CH:30]=[CH:29][CH:28]=[CH:27][C:26]=1[C:31]([F:34])([F:33])[F:32], predict the reaction product. The product is: [O:1]=[C:2]([C:13]1[O:14][C:15]([C:18]2[CH:23]=[CH:22][CH:21]=[CH:20][N:19]=2)=[CH:16][N:17]=1)[CH2:3][CH2:4][CH2:5][CH2:6][C:7]#[C:8][C:25]1[CH:30]=[CH:29][CH:28]=[CH:27][C:26]=1[C:31]([F:34])([F:33])[F:32]. (7) Given the reactants [Cl:1][C:2]1[N:10]=[CH:9][CH:8]=[CH:7][C:3]=1[C:4](Cl)=[O:5].[CH3:11]CN(CC)CC.[OH2:18], predict the reaction product. The product is: [Cl:1][C:2]1[C:3]([C:4]([O:5][CH3:11])=[O:18])=[CH:7][CH:8]=[CH:9][N:10]=1.